From a dataset of Peptide-MHC class I binding affinity with 185,985 pairs from IEDB/IMGT. Regression. Given a peptide amino acid sequence and an MHC pseudo amino acid sequence, predict their binding affinity value. This is MHC class I binding data. (1) The peptide sequence is NSPVFNYNKT. The MHC is Mamu-A01 with pseudo-sequence Mamu-A01. The binding affinity (normalized) is 0.111. (2) The peptide sequence is KVVQPENLEY. The MHC is HLA-B15:01 with pseudo-sequence HLA-B15:01. The binding affinity (normalized) is 0.685. (3) The peptide sequence is IIYYQLAGY. The MHC is SLA-20401 with pseudo-sequence SLA-20401. The binding affinity (normalized) is 0.664. (4) The peptide sequence is IRHVYHNLK. The MHC is HLA-A26:03 with pseudo-sequence HLA-A26:03. The binding affinity (normalized) is 0.0847. (5) The peptide sequence is EIIFYHPTF. The MHC is HLA-A02:06 with pseudo-sequence HLA-A02:06. The binding affinity (normalized) is 0.0847.